Task: Predict the product of the given reaction.. Dataset: Forward reaction prediction with 1.9M reactions from USPTO patents (1976-2016) (1) Given the reactants [C:1]([C:3]1[S:7][N:6]=[C:5]([CH3:8])[C:4]=1[CH2:9]O)#[N:2].C1(P(C2C=CC=CC=2)C2C=CC=CC=2)C=CC=CC=1.C(Br)(Br)(Br)[Br:31], predict the reaction product. The product is: [Br:31][CH2:9][C:4]1[C:5]([CH3:8])=[N:6][S:7][C:3]=1[C:1]#[N:2]. (2) Given the reactants [NH2:1][C:2]1[CH:3]=[C:4]([CH2:8][C:9]([O:11][CH3:12])=[O:10])[CH:5]=[CH:6][CH:7]=1.[CH:13](=O)[CH3:14].[BH3-][C:17]#[N:18].[Na+].[CH3:20]O, predict the reaction product. The product is: [CH2:13]([N:18]([CH2:17][CH3:20])[C:2]1[CH:3]=[C:4]([CH2:8][C:9]([O:11][CH3:12])=[O:10])[CH:5]=[CH:6][CH:7]=1)[CH3:14].[CH2:13]([NH:1][C:2]1[CH:3]=[C:4]([CH2:8][C:9]([O:11][CH3:12])=[O:10])[CH:5]=[CH:6][CH:7]=1)[CH3:14]. (3) The product is: [ClH:1].[F:21][C:17]1[CH:16]=[C:15]([N:7]2[C:8]3[CH:14]=[CH:13][CH:12]=[CH:11][C:9]=3[S:10][CH:5]([CH2:4][CH2:3][CH2:2][NH:25][CH3:24])[S:6]2(=[O:23])=[O:22])[CH:20]=[CH:19][CH:18]=1. Given the reactants [Cl:1][CH2:2][CH2:3][CH2:4][CH:5]1[S:10][C:9]2[CH:11]=[CH:12][CH:13]=[CH:14][C:8]=2[N:7]([C:15]2[CH:20]=[CH:19][CH:18]=[C:17]([F:21])[CH:16]=2)[S:6]1(=[O:23])=[O:22].[CH3:24][NH2:25].Cl, predict the reaction product.